Dataset: Catalyst prediction with 721,799 reactions and 888 catalyst types from USPTO. Task: Predict which catalyst facilitates the given reaction. Reactant: [Br:1][C:2]1[CH:3]=[N:4][CH:5]=[C:6]([N+:11]([O-])=O)[C:7]=1[NH:8][CH2:9][CH3:10].[Sn](Cl)(Cl)(Cl)[Cl:15]. Product: [Br:1][C:2]1[C:7]([NH:8][CH2:9][CH3:10])=[C:6]([NH2:11])[C:5]([Cl:15])=[N:4][CH:3]=1. The catalyst class is: 33.